Dataset: Full USPTO retrosynthesis dataset with 1.9M reactions from patents (1976-2016). Task: Predict the reactants needed to synthesize the given product. (1) Given the product [CH3:22][O:21][C:19]([N:10]1[CH2:11][CH2:12][CH:13]([C:15]([OH:17])=[O:16])[CH2:14][CH:9]1[C:6]1[CH:7]=[N:8][C:3]([C:2]([F:23])([F:1])[F:24])=[CH:4][CH:5]=1)=[O:20], predict the reactants needed to synthesize it. The reactants are: [F:1][C:2]([F:24])([F:23])[C:3]1[N:8]=[CH:7][C:6]([CH:9]2[CH2:14][CH:13]([C:15]([O:17]C)=[O:16])[CH2:12][CH2:11][N:10]2[C:19]([O:21][CH3:22])=[O:20])=[CH:5][CH:4]=1.[Br-].[Li+].CCN(CC)CC.CC(OC)(C)C. (2) Given the product [Br:18][C:15]1[CH:16]=[C:17]2[C:8]3([CH2:7][CH2:6][S:5][C:2]([NH2:3])=[N:4]3)[CH2:9][CH:10]([C:19]3[CH:24]=[CH:23][CH:22]=[CH:21][CH:20]=3)[O:11][C:12]2=[CH:13][CH:14]=1, predict the reactants needed to synthesize it. The reactants are: Cl.[C:2]([S:5][CH2:6][CH:7]=[C:8]1[C:17]2[C:12](=[CH:13][CH:14]=[C:15]([Br:18])[CH:16]=2)[O:11][CH:10]([C:19]2[CH:24]=[CH:23][CH:22]=[CH:21][CH:20]=2)[CH2:9]1)(=[NH:4])[NH2:3].NC(N)=S.CS(O)(=O)=O. (3) Given the product [C:1]([O:5][C:6](=[O:19])[NH:7][C@H:8]([CH2:17][N:43]1[C:39](=[O:49])[C:40]2[C:41](=[CH:45][CH:46]=[CH:47][CH:48]=2)[C:42]1=[O:44])[CH2:9][C:10]1[CH:15]=[CH:14][CH:13]=[C:12]([F:16])[CH:11]=1)([CH3:4])([CH3:3])[CH3:2], predict the reactants needed to synthesize it. The reactants are: [C:1]([O:5][C:6](=[O:19])[NH:7][C@H:8]([CH2:17]O)[CH2:9][C:10]1[CH:15]=[CH:14][CH:13]=[C:12]([F:16])[CH:11]=1)([CH3:4])([CH3:3])[CH3:2].C1(P(C2C=CC=CC=2)C2C=CC=CC=2)C=CC=CC=1.[C:39]1(=[O:49])[NH:43][C:42](=[O:44])[C:41]2=[CH:45][CH:46]=[CH:47][CH:48]=[C:40]12.C(OC([N+](C(OC(C)C)=O)=[N-])=O)(C)C. (4) Given the product [C:7]([O-:18])(=[O:6])[CH3:8].[C:16]([O-:1])(=[O:18])[CH2:17][CH2:4][CH3:5], predict the reactants needed to synthesize it. The reactants are: [OH-:1].[Na+].Cl.[CH2:4]1N(CCS(O)(=O)=O)[CH2:8][CH2:7][O:6][CH2:5]1.[CH2:16]([OH:18])[CH3:17]. (5) Given the product [Cl:15][C:10]1[CH:9]=[C:8]([C:6]2[CH:5]=[C:4]([N:16]3[CH2:17][CH2:18][N:19]([C:22]4[C:27]([C:28]([F:29])([F:31])[F:30])=[CH:26][CH:25]=[CH:24][N:23]=4)[CH2:20][CH2:21]3)[N:3]=[C:2]([N:34]([CH2:35][CH3:36])[CH2:32][CH3:33])[N:7]=2)[CH:13]=[CH:12][C:11]=1[F:14], predict the reactants needed to synthesize it. The reactants are: Cl[C:2]1[N:7]=[C:6]([C:8]2[CH:13]=[CH:12][C:11]([F:14])=[C:10]([Cl:15])[CH:9]=2)[CH:5]=[C:4]([N:16]2[CH2:21][CH2:20][N:19]([C:22]3[C:27]([C:28]([F:31])([F:30])[F:29])=[CH:26][CH:25]=[CH:24][N:23]=3)[CH2:18][CH2:17]2)[N:3]=1.[CH2:32]([NH:34][CH2:35][CH3:36])[CH3:33]. (6) Given the product [CH2:1]([N:8]1[CH2:13][CH2:12][CH2:11][CH:10]([C:14](=[N:36][NH2:37])[C:16]2[C:21]([Cl:22])=[CH:20][N:19]=[C:18]3[NH:23][CH:24]=[CH:25][C:17]=23)[CH2:9]1)[C:2]1[CH:7]=[CH:6][CH:5]=[CH:4][CH:3]=1, predict the reactants needed to synthesize it. The reactants are: [CH2:1]([N:8]1[CH2:13][CH2:12][CH2:11][CH:10]([C:14]([C:16]2[C:21]([Cl:22])=[CH:20][N:19]=[C:18]3[N:23]([Si](C(C)C)(C(C)C)C(C)C)[CH:24]=[CH:25][C:17]=23)=O)[CH2:9]1)[C:2]1[CH:7]=[CH:6][CH:5]=[CH:4][CH:3]=1.[NH2:36][NH2:37].CC(O)=O.